Dataset: Forward reaction prediction with 1.9M reactions from USPTO patents (1976-2016). Task: Predict the product of the given reaction. (1) Given the reactants [F:1][C:2]1[CH:9]=[CH:8][C:5]([CH2:6][SH:7])=[CH:4][CH:3]=1.[CH3:10][O:11][C:12]1[CH:17]=[CH:16][C:15]([C:18]2[CH:23]=[CH:22][C:21]([S:24]([NH:27][CH:28]([CH2:33][CH:34]3[O:36][CH2:35]3)[C:29]([O:31]C)=[O:30])(=[O:26])=[O:25])=[CH:20][CH:19]=2)=[CH:14][CH:13]=1, predict the reaction product. The product is: [CH3:10][O:11][C:12]1[CH:13]=[CH:14][C:15]([C:18]2[CH:19]=[CH:20][C:21]([S:24]([NH:27][CH:28]([CH2:33][CH:34]([OH:36])[CH2:35][S:7][CH2:6][C:5]3[CH:8]=[CH:9][C:2]([F:1])=[CH:3][CH:4]=3)[C:29]([OH:31])=[O:30])(=[O:25])=[O:26])=[CH:22][CH:23]=2)=[CH:16][CH:17]=1. (2) Given the reactants [CH2:1]([N:8]1[CH:16]=[C:15]2[C:10]([CH:11]=[C:12]([C:17]3[CH:18]=[C:19]([CH:27]4[CH2:32][CH2:31][CH2:30][CH2:29][NH:28]4)[N:20]4[C:25]=3[C:24]([NH2:26])=[N:23][CH:22]=[N:21]4)[CH:13]=[CH:14]2)=[N:9]1)[C:2]1[CH:7]=[CH:6][CH:5]=[CH:4][CH:3]=1.[CH3:33][N:34]([CH3:39])[CH2:35][C:36](O)=[O:37].CCN=C=NCCCN(C)C.Cl.C1C=CC2N(O)N=NC=2C=1.C(N(CC)C(C)C)(C)C, predict the reaction product. The product is: [CH2:1]([N:8]1[CH:16]=[C:15]2[C:10]([CH:11]=[C:12]([C:17]3[CH:18]=[C:19]([CH:27]4[CH2:32][CH2:31][CH2:30][CH2:29][N:28]4[C:36](=[O:37])[CH2:35][N:34]([CH3:39])[CH3:33])[N:20]4[C:25]=3[C:24]([NH2:26])=[N:23][CH:22]=[N:21]4)[CH:13]=[CH:14]2)=[N:9]1)[C:2]1[CH:3]=[CH:4][CH:5]=[CH:6][CH:7]=1. (3) The product is: [Cl:1][C:2]1[CH:7]=[CH:6][C:5]([C:12]2[CH:17]=[CH:16][CH:15]=[CH:14][N:13]=2)=[CH:4][CH:3]=1. Given the reactants [Cl:1][C:2]1[CH:7]=[CH:6][C:5](B(O)O)=[CH:4][CH:3]=1.Br[C:12]1[CH:17]=[CH:16][CH:15]=[CH:14][N:13]=1.C(=O)([O-])[O-].[K+].[K+], predict the reaction product. (4) Given the reactants [C:1]([O:5][C:6]([N:8]1[CH2:12][C@H:11]([NH:13][CH3:14])[C@@H:10]([OH:15])[CH2:9]1)=[O:7])([CH3:4])([CH3:3])[CH3:2].[OH-].[Na+].[CH3:18]O, predict the reaction product. The product is: [C:1]([O:5][C:6]([N:8]1[CH2:9][C@H:10]([OH:15])[C@@H:11]([N:13]([CH3:18])[CH3:14])[CH2:12]1)=[O:7])([CH3:4])([CH3:3])[CH3:2]. (5) Given the reactants [Cl:1][C:2]1[CH:3]=[C:4]([CH:7]=[CH:8][C:9]=1[Cl:10])[CH:5]=O.C(O[C:14](=[O:18])[CH2:15][C:16]#[N:17])C.[C:19]([NH2:22])(=[NH:21])[CH3:20].C(=O)([O-])[O-].[K+].[K+], predict the reaction product. The product is: [Cl:1][C:2]1[CH:3]=[C:4]([C:5]2[N:22]=[C:19]([CH3:20])[N:21]=[C:14]([OH:18])[C:15]=2[C:16]#[N:17])[CH:7]=[CH:8][C:9]=1[Cl:10]. (6) Given the reactants [CH3:1][O:2][C:3]([NH:5][C@@H:6]([CH:54]([CH3:56])[CH3:55])[C:7]([N:9]1[CH2:13][CH2:12][CH2:11][C@H:10]1[C:14]1[NH:18][C:17]2[C:19]3[C:24]([CH:25]=[CH:26][C:16]=2[N:15]=1)=[CH:23][C:22]([C:27]1[CH:28]=[C:29]2[C:34](=[CH:35][CH:36]=1)[CH:33]=[C:32]([C:37]1[NH:41][C:40]([C@@H:42]4[CH2:46][CH2:45][CH2:44][N:43]4[C:47]([O:49]C(C)(C)C)=O)=[N:39][CH:38]=1)[CH:31]=[CH:30]2)=[CH:21][CH:20]=3)=[O:8])=[O:4].Cl.[CH3:58][O:59][C:60]([NH:62][C@H:63]([C:67]1[CH:72]=[CH:71][CH:70]=[CH:69][CH:68]=1)C(O)=O)=[O:61].CCOC(C(C#N)=NOC(N1CCOCC1)=[N+](C)C)=O.F[P-](F)(F)(F)(F)F.CCN(C(C)C)C(C)C, predict the reaction product. The product is: [CH3:58][O:59][C:60]([NH:62][C@H:63]([C:67]1[CH:72]=[CH:71][CH:70]=[CH:69][CH:68]=1)[C:47]([N:43]1[CH2:44][CH2:45][CH2:46][C@H:42]1[C:40]1[NH:41][C:37]([C:32]2[CH:33]=[C:34]3[C:29](=[CH:30][CH:31]=2)[CH:28]=[C:27]([C:22]2[CH:23]=[C:24]4[C:19](=[CH:20][CH:21]=2)[C:17]2[NH:18][C:14]([C@@H:10]5[CH2:11][CH2:12][CH2:13][N:9]5[C:7](=[O:8])[C@@H:6]([NH:5][C:3](=[O:4])[O:2][CH3:1])[CH:54]([CH3:55])[CH3:56])=[N:15][C:16]=2[CH:26]=[CH:25]4)[CH:36]=[CH:35]3)=[CH:38][N:39]=1)=[O:49])=[O:61]. (7) Given the reactants [C:1]([O-:4])(=[O:3])[CH3:2].[Na+].[SiH4].Cl[CH2:8][Si:9]([O:12][CH3:13])([CH3:11])[CH3:10], predict the reaction product. The product is: [C:1]([O:4][CH2:8][Si:9]([O:12][CH3:13])([CH3:11])[CH3:10])(=[O:3])[CH3:2].